The task is: Predict the reactants needed to synthesize the given product.. This data is from Full USPTO retrosynthesis dataset with 1.9M reactions from patents (1976-2016). (1) Given the product [C:1]([C:5]1[CH:6]=[C:7]([NH:11][C:12]([C:13]2[CH:18]=[CH:17][C:16]([N:19]3[CH2:24][CH2:23][N:22]([C:42]([CH:39]4[CH2:38][CH2:37][CH:36]([C:34]([OH:35])=[O:33])[CH2:41][CH2:40]4)=[O:43])[CH2:21][CH2:20]3)=[N:15][CH:14]=2)=[O:25])[CH:8]=[CH:9][CH:10]=1)([CH3:4])([CH3:2])[CH3:3], predict the reactants needed to synthesize it. The reactants are: [C:1]([C:5]1[CH:6]=[C:7]([NH:11][C:12](=[O:25])[C:13]2[CH:18]=[CH:17][C:16]([N:19]3[CH2:24][CH2:23][NH:22][CH2:21][CH2:20]3)=[N:15][CH:14]=2)[CH:8]=[CH:9][CH:10]=1)([CH3:4])([CH3:3])[CH3:2].C([O:33][C:34]([C@H:36]1[CH2:41][CH2:40][C@H:39]([C:42](O)=[O:43])[CH2:38][CH2:37]1)=[O:35])C1C=CC=CC=1.C(C1C=C(NC(C2C=CC(N3CCN(C([C@H]4CCC[C@@H]4C(O)=O)=O)CC3)=NC=2)=O)C=CC=1)(C)(C)C. (2) Given the product [P:29]([O:24][C:20]1[CH:21]=[CH:22][CH:23]=[C:18]([NH:17][C:14]2[S:15][CH:16]=[C:12]([C:9]3[CH:8]=[CH:7][N:6]=[CH:11][CH:10]=3)[N:13]=2)[CH:19]=1)([O:30][C:31]([CH3:32])([CH3:33])[CH3:34])([O:35][C:36]([CH3:37])([CH3:38])[CH3:39])=[O:51], predict the reactants needed to synthesize it. The reactants are: N1C=NN=N1.[N:6]1[CH:11]=[CH:10][C:9]([C:12]2[N:13]=[C:14]([NH:17][C:18]3[CH:19]=[C:20]([OH:24])[CH:21]=[CH:22][CH:23]=3)[S:15][CH:16]=2)=[CH:8][CH:7]=1.C(N(C(C)C)[P:29]([O:35][C:36]([CH3:39])([CH3:38])[CH3:37])[O:30][C:31]([CH3:34])([CH3:33])[CH3:32])(C)C.C1C=C(Cl)C=C(C(OO)=[O:51])C=1.OS([O-])=O.[Na+]. (3) Given the product [NH2:1][C:2]1[N:10]=[C:9]([C:11]2[O:12][CH:13]=[CH:14][CH:15]=2)[C:8]([C:16]2[CH:21]=[CH:20][C:19](=[O:22])[N:18]([CH2:23][CH3:24])[CH:17]=2)=[CH:7][C:3]=1[C:4]([NH2:26])=[O:6], predict the reactants needed to synthesize it. The reactants are: [NH2:1][C:2]1[N:10]=[C:9]([C:11]2[O:12][CH:13]=[CH:14][CH:15]=2)[C:8]([C:16]2[CH:21]=[CH:20][C:19](=[O:22])[N:18]([CH2:23][CH3:24])[CH:17]=2)=[CH:7][C:3]=1[C:4]([OH:6])=O.O[N:26]1C2C=CC=CC=2N=N1.CN(C)CCCN=C=NCC.[Cl-].[NH4+].C(N(CC)CC)C. (4) Given the product [OH:16][C:13]1[CH:12]=[CH:11][C:10]([C:9]2[CH:8]=[CH:5][C:6]([OH:18])=[CH:7][CH:2]=2)=[CH:15][CH:14]=1, predict the reactants needed to synthesize it. The reactants are: O[C:2]1[CH:7]=[CH:6][C:5]([C:8](C)=[CH:9][C:10]2[CH:15]=[CH:14][C:13]([OH:16])=[CH:12][CH:11]=2)=CC=1.[OH:18]C1C=CC(C(NC2C=CC(O)=CC=2)=O)=CC=1.OC1C=CC(C=CC2C=CC(O)=CC=2)=CC=1.OC1C=CC(C(C#N)=CC2C=CC(O)=CC=2)=CC=1.OC1C=CC(C2(C3C=CC(O)=CC=3)CCCCC2)=CC=1.OC1C(C)=CC(O)=C(C)C=1.OC1C(OC)=CC(O)=C(OC)C=1.OC1C=CC(O)=CC=1C(C)(C)C.OC1C=C(C)C(O)=CC=1Br.OC1(O)C=CC([N+]([O-])=O)=C(O)C1.OC1(O)C=CC(C#N)=C(O)C1.OC1C=CC=CC=1C(C1C=CC=CC=1O)C1C=CC=CC=1O.C1C2C3C=CC(C2C=C1)C3.C1(O)C=CC=CC=1. (5) Given the product [Br:14][C:15]1[CH:20]=[CH:19][C:18]([N:21]2[C:4]([CH:1]3[CH2:3][CH2:2]3)=[CH:5][C:6]([C:7]([F:10])([F:9])[F:8])=[N:22]2)=[CH:17][CH:16]=1, predict the reactants needed to synthesize it. The reactants are: [CH:1]1([C:4](=O)[CH2:5][C:6](=O)[C:7]([F:10])([F:9])[F:8])[CH2:3][CH2:2]1.Cl.[Br:14][C:15]1[CH:20]=[CH:19][C:18]([NH:21][NH2:22])=[CH:17][CH:16]=1. (6) Given the product [NH2:11][C:9]1[C:8]2[N:7]([C:14]([CH3:19])=[C:15]([CH3:16])[N:12]=2)[CH:6]=[C:5]([C:4]([O:3][CH2:1][CH3:2])=[O:13])[CH:10]=1, predict the reactants needed to synthesize it. The reactants are: [CH2:1]([O:3][C:4](=[O:13])[C:5]1[CH:10]=[C:9]([NH2:11])[C:8]([NH2:12])=[N:7][CH:6]=1)[CH3:2].[C:14]1(=O)[CH2:19]CC[CH2:16][CH2:15]1. (7) Given the product [CH3:1][O:2][C:3](=[O:14])[CH2:4][CH2:5][C:6]1[CH:11]=[CH:10][C:9]([O:12][C:19]2[CH:20]=[CH:21][C:16]([Br:15])=[CH:17][CH:18]=2)=[CH:8][C:7]=1[CH3:13], predict the reactants needed to synthesize it. The reactants are: [CH3:1][O:2][C:3](=[O:14])[CH2:4][CH2:5][C:6]1[CH:11]=[CH:10][C:9]([OH:12])=[CH:8][C:7]=1[CH3:13].[Br:15][C:16]1[CH:21]=[CH:20][C:19](I)=[CH:18][CH:17]=1.C(=O)([O-])[O-].[Cs+].[Cs+].CC(C)(C(=O)CC(=O)C(C)(C)C)C. (8) Given the product [ClH:32].[N:1]12[CH2:6][CH2:5][CH:4]([CH2:7][CH2:8]1)[CH:3]([NH:9][C:10]([C:12]1[O:13][C:14]([C:17]3[CH:18]=[CH:19][C:20]([NH:23][C:24](=[O:31])[C:25]4[CH:30]=[CH:29][CH:28]=[CH:27][CH:26]=4)=[CH:21][CH:22]=3)=[CH:15][CH:16]=1)=[O:11])[CH2:2]2, predict the reactants needed to synthesize it. The reactants are: [N:1]12[CH2:8][CH2:7][CH:4]([CH2:5][CH2:6]1)[CH:3]([NH:9][C:10]([C:12]1[O:13][C:14]([C:17]3[CH:22]=[CH:21][C:20]([NH2:23])=[CH:19][CH:18]=3)=[CH:15][CH:16]=1)=[O:11])[CH2:2]2.[C:24]([Cl:32])(=[O:31])[C:25]1[CH:30]=[CH:29][CH:28]=[CH:27][CH:26]=1. (9) Given the product [Cl:20][C:10]1[N:2]([CH3:1])[N:3]=[C:4]2[C:9]=1[C:8]1[C@H:11]([CH2:14][CH2:15][NH:16][C:17](=[O:19])[CH3:18])[CH2:12][CH2:13][C:7]=1[CH:6]=[CH:5]2, predict the reactants needed to synthesize it. The reactants are: [CH3:1][N:2]1[CH:10]=[C:9]2[C:4]([CH:5]=[CH:6][C:7]3[CH2:13][CH2:12][C@@H:11]([CH2:14][CH2:15][NH:16][C:17](=[O:19])[CH3:18])[C:8]=32)=[N:3]1.[Cl:20]N1C(=O)CCC1=O.